Predict which catalyst facilitates the given reaction. From a dataset of Catalyst prediction with 721,799 reactions and 888 catalyst types from USPTO. (1) Reactant: [CH3:1][O:2][C:3]1[CH:19]=[CH:18][C:6]([CH2:7][O:8][C:9]2[CH:10]=[C:11]([CH:15]=[CH:16][CH:17]=2)[C:12]([OH:14])=O)=[CH:5][CH:4]=1.[C:20]([NH:23][NH2:24])(=O)[CH3:21].C1C=CC2N(O)N=NC=2C=1.C(Cl)CCl.CC[N+](S(N=C(OC)[O-])(=O)=O)(CC)CC. Product: [CH3:1][O:2][C:3]1[CH:4]=[CH:5][C:6]([CH2:7][O:8][C:9]2[CH:10]=[C:11]([C:12]3[O:14][C:20]([CH3:21])=[N:23][N:24]=3)[CH:15]=[CH:16][CH:17]=2)=[CH:18][CH:19]=1. The catalyst class is: 3. (2) Reactant: [C:1]12[C:7](=[CH:8][CH:9]=[CH:10][CH:11]=1)[NH:6]C(=O)[O:4][C:2]2=O.[CH:13]([NH2:16])([CH3:15])[CH3:14]. Product: [NH2:6][C:7]1[CH:8]=[CH:9][CH:10]=[CH:11][C:1]=1[C:2]([NH:16][CH:13]([CH3:15])[CH3:14])=[O:4]. The catalyst class is: 6. (3) Reactant: [Cl:1][C:2]1[CH:7]=[CH:6][CH:5]=[C:4]([Cl:8])[C:3]=1[CH2:9][S:10]([C:13]1[CH:14]=[C:15]2[C:19](=[CH:20][CH:21]=1)[NH:18][C:17](=[O:22])/[C:16]/2=[CH:23]\[C:24]1[NH:28][C:27]([CH3:29])=[C:26]([CH2:30][C:31]([OH:33])=O)[C:25]=1[CH3:34])(=[O:12])=[O:11].[CH:35]1[CH:36]=[CH:37]C2N(O)N=[N:41][C:39]=2[CH:40]=1.CCN=C=NCCCN(C)C.Cl.N1([OH:63])CCNCC1. Product: [Cl:8][C:4]1[CH:5]=[CH:6][CH:7]=[C:2]([Cl:1])[C:3]=1[CH2:9][S:10]([C:13]1[CH:14]=[C:15]2[C:19](=[CH:20][CH:21]=1)[NH:18][C:17](=[O:22])/[C:16]/2=[CH:23]\[C:24]1[NH:28][C:27]([CH3:29])=[C:26]([CH2:30][C:31]([N:41]2[CH2:37][CH2:36][CH:35]([OH:63])[CH2:40][CH2:39]2)=[O:33])[C:25]=1[CH3:34])(=[O:12])=[O:11]. The catalyst class is: 3. (4) Reactant: [C:1]([C:3]1[CH:4]=[CH:5][C:6]([S:25]([C:27]2[CH:32]=[C:31]([Cl:33])[CH:30]=[C:29]([Cl:34])[CH:28]=2)=[O:26])=[C:7]([S:9]([N:12]2[CH2:17][CH2:16][N:15](C(OC(C)(C)C)=O)[CH2:14][CH2:13]2)(=[O:11])=[O:10])[CH:8]=1)#[N:2].Cl. Product: [ClH:33].[Cl:34][C:29]1[CH:28]=[C:27]([S:25]([C:6]2[CH:5]=[CH:4][C:3]([C:1]#[N:2])=[CH:8][C:7]=2[S:9]([N:12]2[CH2:13][CH2:14][NH:15][CH2:16][CH2:17]2)(=[O:10])=[O:11])=[O:26])[CH:32]=[C:31]([Cl:33])[CH:30]=1. The catalyst class is: 12. (5) Reactant: N(C(OC[CH:17]1[C:29]2[C:24](=CC=C[CH:28]=2)C2C1=CC=CC=2)=O)[C@H](C(O)=O)C[C:4]1[CH:9]=[CH:8][CH:7]=[CH:6][CH:5]=1.C1C=CC2N(O)N=[N:36]C=2C=1.C(N=C=NC(C)C)(C)C.N(C(OCC1C2C(=CC=CC=2)C2C1=CC=CC=2)=O)[C@H](C(O)=O)CC1C=CC=CC=1.C[N:79]([CH:81]=[O:82])C. Product: [NH2:36][C@H:28]([C:81]([NH2:79])=[O:82])[CH:29]([CH3:17])[CH3:24].[CH2:4]1[CH2:9][CH2:8][CH2:7][CH2:6][CH2:5]1. The catalyst class is: 3. (6) Product: [C:40]([O:43][C:37](=[O:51])[NH:34][CH2:17][CH2:16][C:13]1[CH:12]=[CH:11][C:10]([C:8]2[N:9]=[C:5]([NH:4][C:1](=[O:3])[CH3:2])[S:6][C:7]=2[CH2:21][C:22]2[CH:23]=[CH:24][C:25]([S:28]([CH3:31])(=[O:29])=[O:30])=[CH:26][CH:27]=2)=[CH:15][CH:14]=1)([CH3:42])([CH3:41])[CH3:39]. The catalyst class is: 25. Reactant: [C:1]([NH:4][C:5]1[S:6][C:7]([CH2:21][C:22]2[CH:27]=[CH:26][C:25]([S:28]([CH3:31])(=[O:30])=[O:29])=[CH:24][CH:23]=2)=[C:8]([C:10]2[CH:15]=[CH:14][C:13]([CH2:16][CH2:17]C(O)=O)=[CH:12][CH:11]=2)[N:9]=1)(=[O:3])[CH3:2].CC[N:34]([CH2:37]C)CC.[CH3:39][C:40]([OH:43])([CH3:42])[CH3:41].C1(P(N=[N+]=[N-])(C2C=CC=CC=2)=[O:51])C=CC=CC=1.